From a dataset of Full USPTO retrosynthesis dataset with 1.9M reactions from patents (1976-2016). Predict the reactants needed to synthesize the given product. Given the product [CH2:1]([O:8][CH2:9][CH2:10][O:11][C:34]1[CH:33]=[C:32]2[C:37]([C:38](=[O:40])[NH:39][C:30]([C:26]3[CH:25]=[C:24]([CH3:44])[C:23]([O:22][CH2:21][CH2:20][OH:19])=[C:28]([CH3:29])[CH:27]=3)=[N:31]2)=[C:36]([O:41][CH3:42])[CH:35]=1)[C:2]1[CH:7]=[CH:6][CH:5]=[CH:4][CH:3]=1, predict the reactants needed to synthesize it. The reactants are: [CH2:1]([O:8][CH2:9][CH2:10][OH:11])[C:2]1[CH:7]=[CH:6][CH:5]=[CH:4][CH:3]=1.[H-].[Na+].C([Si](C1C=CC=CC=1)(C1C=CC=CC=1)[O:19][CH2:20][CH2:21][O:22][C:23]1[C:28]([CH3:29])=[CH:27][C:26]([C:30]2[NH:39][C:38](=[O:40])[C:37]3[C:32](=[CH:33][C:34](F)=[CH:35][C:36]=3[O:41][CH3:42])[N:31]=2)=[CH:25][C:24]=1[CH3:44])(C)(C)C.O.